Task: Predict the reactants needed to synthesize the given product.. Dataset: Full USPTO retrosynthesis dataset with 1.9M reactions from patents (1976-2016) The reactants are: C([SiH](CC)CC)C.[S:8]1[C:12]([CH2:13][C:14]2[CH:15]=[C:16]([C:24]3(O)[C@H:29]([O:30][CH2:31][C:32]4[CH:37]=[CH:36][CH:35]=[CH:34][CH:33]=4)[C@@H:28]([O:38][CH2:39][C:40]4[CH:45]=[CH:44][CH:43]=[CH:42][CH:41]=4)[C@@H:27]([O:46][CH2:47][C:48]4[CH:53]=[CH:52][CH:51]=[CH:50][CH:49]=4)[C@@H:26]([CH2:54][O:55][CH2:56][C:57]4[CH:62]=[CH:61][CH:60]=[CH:59][CH:58]=4)[O:25]3)[C:17]3[C:22]([CH:23]=2)=[CH:21][CH:20]=[CH:19][CH:18]=3)=[CH:11][C:10]2[CH:64]=[CH:65][CH:66]=[CH:67][C:9]1=2.O. Given the product [S:8]1[C:12]([CH2:13][C:14]2[CH:15]=[C:16]([C@H:24]3[C@@H:29]([O:30][CH2:31][C:32]4[CH:33]=[CH:34][CH:35]=[CH:36][CH:37]=4)[C@@H:28]([O:38][CH2:39][C:40]4[CH:45]=[CH:44][CH:43]=[CH:42][CH:41]=4)[C@@H:27]([O:46][CH2:47][C:48]4[CH:49]=[CH:50][CH:51]=[CH:52][CH:53]=4)[C@@H:26]([CH2:54][O:55][CH2:56][C:57]4[CH:62]=[CH:61][CH:60]=[CH:59][CH:58]=4)[O:25]3)[C:17]3[C:22]([CH:23]=2)=[CH:21][CH:20]=[CH:19][CH:18]=3)=[CH:11][C:10]2[CH:64]=[CH:65][CH:66]=[CH:67][C:9]1=2, predict the reactants needed to synthesize it.